This data is from Reaction yield outcomes from USPTO patents with 853,638 reactions. The task is: Predict the reaction yield, written as a fraction of the theoretical maximum amount of product (1.0 means a 100% yield; for example, 0.34 means a 34% yield). (1) The reactants are [C:1]([C:3]1[CH:4]=[C:5]2[C:10](=[CH:11][C:12]=1[OH:13])[N:9]=[CH:8][CH:7]=[C:6]2[O:14][C:15]1[CH:16]=[C:17]2[C:21](=[CH:22][CH:23]=1)[NH:20][CH:19]=[CH:18]2)#[N:2].[C:24](=[O:27])([O-:26])[O-:25].[K+].[K+].Br[CH2:31][CH:32]1[CH2:37][CH2:36][N:35](C(OC(C)(C)C)=O)[CH2:34][CH2:33]1.O. The catalyst is CN(C)C=O. The product is [C:1]([C:3]1[CH:4]=[C:5]2[C:10](=[CH:11][C:12]=1[O:13][CH2:31][CH:32]1[CH2:37][CH2:36][N:35]([O:27][C:24]([O:26][C:3]([CH3:4])([CH3:12])[CH3:1])=[O:25])[CH2:34][CH2:33]1)[N:9]=[CH:8][CH:7]=[C:6]2[O:14][C:15]1[CH:16]=[C:17]2[C:21](=[CH:22][CH:23]=1)[NH:20][CH:19]=[CH:18]2)#[N:2]. The yield is 0.593. (2) The reactants are [CH3:1][C@@:2]1([CH2:13][N:14]2[CH2:19][CH2:18][N:17](C(OC(C)(C)C)=O)[CH2:16][CH2:15]2)[O:6][C:5]2=[N:7][C:8]([N+:10]([O-:12])=[O:11])=[CH:9][N:4]2[CH2:3]1.C(N(CC)CC)C.[Cl:34][C:35]1[CH:40]=[CH:39][C:38]([CH2:41][CH2:42][CH2:43][S:44](Cl)(=[O:46])=[O:45])=[CH:37][CH:36]=1. The catalyst is FC(F)(F)C(O)=O. The product is [Cl:34][C:35]1[CH:36]=[CH:37][C:38]([CH2:41][CH2:42][CH2:43][S:44]([N:17]2[CH2:18][CH2:19][N:14]([CH2:13][C@:2]3([CH3:1])[O:6][C:5]4=[N:7][C:8]([N+:10]([O-:12])=[O:11])=[CH:9][N:4]4[CH2:3]3)[CH2:15][CH2:16]2)(=[O:46])=[O:45])=[CH:39][CH:40]=1. The yield is 0.840. (3) The reactants are [Cl:1][C:2]1[CH:9]=[CH:8][C:5]([CH:6]=[O:7])=[CH:4][CH:3]=1.[F:10][C:11]([F:21])([F:20])[C:12]1[CH:17]=[CH:16][CH:15]=[CH:14][C:13]=1[Mg]Br. The catalyst is C1COCC1. The product is [F:10][C:11]([F:21])([F:20])[C:12]1[CH:17]=[CH:16][CH:15]=[CH:14][C:13]=1[CH:6]([OH:7])[C:5]1[CH:8]=[CH:9][C:2]([Cl:1])=[CH:3][CH:4]=1. The yield is 1.00. (4) The reactants are [C:1]([C:9]1[CH:25]=[C:24]([CH2:26][CH3:27])[CH:23]=[CH:22][C:10]=1[O:11][CH2:12][CH2:13][CH:14]([O:17]S(C)(=O)=O)[CH2:15][CH3:16])(=[O:8])[C:2]1[CH:7]=[CH:6][CH:5]=[CH:4][CH:3]=1.[CH3:28][O:29][C:30](=[O:41])[CH2:31][CH2:32][C:33]1[CH:38]=[CH:37][C:36](O)=[CH:35][C:34]=1[CH3:40].C(=O)([O-])[O-].[Cs+].[Cs+]. The product is [CH3:28][O:29][C:30](=[O:41])[CH2:31][CH2:32][C:33]1[CH:38]=[CH:37][C:36]([O:17][CH:14]([CH2:15][CH3:16])[CH2:13][CH2:12][O:11][C:10]2[CH:22]=[CH:23][C:24]([CH2:26][CH3:27])=[CH:25][C:9]=2[C:1](=[O:8])[C:2]2[CH:7]=[CH:6][CH:5]=[CH:4][CH:3]=2)=[CH:35][C:34]=1[CH3:40]. The catalyst is CN(C=O)C.C(OCC)C. The yield is 0.100. (5) The reactants are [H-].[H-].[H-].[H-].[Li+].[Al+3].[CH3:7][C@H:8]([C@H:23]([CH3:27])[CH2:24][CH2:25][CH3:26])[C:9](N1[C@H](C2C=CC=CC=2)COC1=O)=[O:10].O. The catalyst is C1COCC1. The product is [CH3:7][C@H:8]([C@H:23]([CH3:27])[CH2:24][CH2:25][CH3:26])[CH2:9][OH:10]. The yield is 1.00.